From a dataset of Full USPTO retrosynthesis dataset with 1.9M reactions from patents (1976-2016). Predict the reactants needed to synthesize the given product. (1) Given the product [CH:19]([C:16]1[CH:15]=[C:14]([NH:13][C:4]2[C:5]3[CH2:10][CH2:9][C:8]([CH3:12])([CH3:11])[C:6]=3[N:7]=[C:2]([N:22]3[CH2:29][CH2:28][CH2:27][CH:23]3[C:24]([O:26][CH3:30])=[O:25])[N:3]=2)[NH:18][N:17]=1)([CH3:21])[CH3:20], predict the reactants needed to synthesize it. The reactants are: Cl[C:2]1[N:3]=[C:4]([NH:13][C:14]2[NH:18][N:17]=[C:16]([CH:19]([CH3:21])[CH3:20])[CH:15]=2)[C:5]2[CH2:10][CH2:9][C:8]([CH3:12])([CH3:11])[C:6]=2[N:7]=1.[NH:22]1[CH2:29][CH2:28][CH2:27][C@H:23]1[C:24]([OH:26])=[O:25].[C:30](O)(C(F)(F)F)=O. (2) Given the product [F:6][C:7]1[CH:8]=[C:9]([CH:21]2[CH2:23][CH:22]2[C:24]([OH:26])=[O:25])[CH:10]=[C:11]([F:20])[C:12]=1[C:13]([CH3:19])([CH3:18])[C:14]([F:17])([F:15])[F:16], predict the reactants needed to synthesize it. The reactants are: O1CCCC1.[F:6][C:7]1[CH:8]=[C:9]([CH:21]2[CH2:23][CH:22]2[C:24]([O:26]CC)=[O:25])[CH:10]=[C:11]([F:20])[C:12]=1[C:13]([CH3:19])([CH3:18])[C:14]([F:17])([F:16])[F:15].C([Sn](CCCC)(CCCC)CCCC)=C.[OH-].[Na+].